From a dataset of Forward reaction prediction with 1.9M reactions from USPTO patents (1976-2016). Predict the product of the given reaction. Given the reactants Br[C:2]1[CH:12]=[N:11][C:5]2[NH:6][CH2:7][CH2:8][O:9][CH2:10][C:4]=2[CH:3]=1.CC1(C)C(C)(C)OB([C:21]2[CH:22]=[N:23][CH:24]=[C:25]([C:27]([F:30])([F:29])[F:28])[CH:26]=2)O1.[C:32]([O-:35])([O-])=O.[K+].[K+].CCO[C:41]([CH3:43])=[O:42], predict the reaction product. The product is: [F:28][C:27]([F:30])([F:29])[C:25]1[CH:26]=[C:21]([C:2]2[CH:12]=[N:11][C:5]3[NH:6][CH2:7][CH2:8][O:9][CH2:10][C:4]=3[CH:3]=2)[CH:22]=[N:23][CH:24]=1.[F:28][C:27]([F:30])([F:29])[C:25]1[CH:26]=[C:21]([C:2]2[CH:12]=[N:11][C:5]3[NH:6][CH2:7][CH2:8][O:9][CH2:10][C:4]=3[CH:3]=2)[CH:22]=[N:23][CH:24]=1.[C:41]([N:23]=[C:32]=[O:35])(=[O:42])[C:43]1[CH:5]=[CH:4][CH:3]=[CH:2][CH:12]=1.